Dataset: Full USPTO retrosynthesis dataset with 1.9M reactions from patents (1976-2016). Task: Predict the reactants needed to synthesize the given product. (1) The reactants are: [CH3:1][C:2]1[CH:10]=[CH:9][CH:8]=[CH:7][C:3]=1[C:4]([OH:6])=O.[CH2:11]([NH:13][CH2:14][C:15]([CH2:21][NH:22][C:23]1[CH:31]=[C:30]([CH3:32])[CH:29]=[C:28]2[C:24]=1[CH:25]=[N:26][N:27]2[C:33]1[CH:38]=[CH:37][C:36]([F:39])=[CH:35][CH:34]=1)([OH:20])[C:16]([F:19])([F:18])[F:17])[CH3:12]. Given the product [CH2:11]([N:13]([CH2:14][C:15]([CH2:21][NH:22][C:23]1[CH:31]=[C:30]([CH3:32])[CH:29]=[C:28]2[C:24]=1[CH:25]=[N:26][N:27]2[C:33]1[CH:34]=[CH:35][C:36]([F:39])=[CH:37][CH:38]=1)([OH:20])[C:16]([F:18])([F:19])[F:17])[C:4](=[O:6])[C:3]1[CH:7]=[CH:8][CH:9]=[CH:10][C:2]=1[CH3:1])[CH3:12], predict the reactants needed to synthesize it. (2) Given the product [C:20]1([CH3:19])[CH:21]=[CH:22][C:23]([S:26]([OH:29])(=[O:27])=[O:28])=[CH:24][CH:25]=1.[NH2:8][C@@H:9]([CH3:18])[C:10]([O:12][CH2:13][C:14]([CH3:17])([CH3:16])[CH3:15])=[O:11], predict the reactants needed to synthesize it. The reactants are: C(OC([NH:8][C@@H:9]([CH3:18])[C:10]([O:12][CH2:13][C:14]([CH3:17])([CH3:16])[CH3:15])=[O:11])=O)(C)(C)C.[CH3:19][C:20]1[CH:21]=[CH:22][C:23]([S:26]([OH:29])(=[O:28])=[O:27])=[CH:24][CH:25]=1.O. (3) The reactants are: [C:1]([O:4][C@H:5]1[C@H:10]([O:11][C:12](=[O:14])[CH3:13])[C@H:9]([O:15][C:16](=[O:18])[CH3:17])[C@@H:8]([C:19]2[CH:24]=[CH:23][CH:22]=[C:21]([OH:25])[CH:20]=2)[O:7][C@@H:6]1[CH2:26][O:27][C:28](=[O:30])[CH3:29])(=[O:3])[CH3:2].[C:31]([O:34][CH2:35][C@@H:36]1[C@@H:41]([O:42][C:43](=[O:45])[CH3:44])[C@H:40]([O:46][C:47](=[O:49])[CH3:48])[C@H:39]([O:50][C:51](=[O:53])[CH3:52])[C@@H:38](OC(=O)C)[O:37]1)(=[O:33])[CH3:32].B(F)(F)F.CCOCC. Given the product [C:28]([O:27][CH2:26][C@@H:6]1[C@@H:5]([O:4][C:1](=[O:3])[CH3:2])[C@H:10]([O:11][C:12](=[O:14])[CH3:13])[C@H:9]([O:15][C:16](=[O:18])[CH3:17])[C@@H:8]([C:19]2[CH:24]=[CH:23][CH:22]=[C:21]([O:25][C@@H:38]3[C@@H:39]([O:50][C:51](=[O:53])[CH3:52])[C@@H:40]([O:46][C:47](=[O:49])[CH3:48])[C@H:41]([O:42][C:43](=[O:45])[CH3:44])[C@@H:36]([CH2:35][O:34][C:31](=[O:33])[CH3:32])[O:37]3)[CH:20]=2)[O:7]1)(=[O:30])[CH3:29], predict the reactants needed to synthesize it. (4) Given the product [CH2:1]([C:3]([C:24]1[CH:29]=[CH:28][C:27]([O:30][CH2:47][C@H:48]2[O:52][C:51](=[O:53])[CH2:50][CH2:49]2)=[C:26]([CH3:31])[CH:25]=1)([C:6]1[CH:11]=[CH:10][C:9](/[CH:12]=[CH:13]/[C:14]([CH2:21][CH3:22])([OH:20])[C:15]#[C:16][CH2:17][CH2:18][CH3:19])=[C:8]([CH3:23])[CH:7]=1)[CH2:4][CH3:5])[CH3:2], predict the reactants needed to synthesize it. The reactants are: [CH2:1]([C:3]([C:24]1[CH:29]=[CH:28][C:27]([OH:30])=[C:26]([CH3:31])[CH:25]=1)([C:6]1[CH:11]=[CH:10][C:9](/[CH:12]=[CH:13]/[C:14]([CH2:21][CH3:22])([OH:20])[C:15]#[C:16][CH2:17][CH2:18][CH3:19])=[C:8]([CH3:23])[CH:7]=1)[CH2:4][CH3:5])[CH3:2].C([O-])([O-])=O.[K+].[K+].C1(C)C=CC(S([CH2:47][C@H:48]2[O:52][C:51](=[O:53])[CH2:50][CH2:49]2)(=O)=O)=CC=1.C(OCC)(=O)C. (5) Given the product [CH:3]1([C@H:7]([NH:9][C:10]2[C:11]3[N:20]([CH2:21][C:22]4[CH:27]=[CH:26][C:25]([C:28]([F:31])([F:30])[F:29])=[CH:24][N:23]=4)[C:19]([C:32]4[CH:37]=[CH:36][CH:35]=[C:34]([CH3:38])[CH:33]=4)=[CH:18][C:12]=3[N:13]=[C:40]([C:39]([OH:1])=[O:41])[N:15]=2)[CH3:8])[CH2:6][CH2:5][CH2:4]1.[C:25]([OH:41])([C:28]([F:31])([F:30])[F:29])=[O:1], predict the reactants needed to synthesize it. The reactants are: [OH-:1].[Na+].[CH:3]1([C@H:7]([NH:9][C:10]2[C:11]3[N:20]([CH2:21][C:22]4[CH:27]=[CH:26][C:25]([C:28]([F:31])([F:30])[F:29])=[CH:24][N:23]=4)[C:19]([C:32]4[CH:37]=[CH:36][CH:35]=[C:34]([CH3:38])[CH:33]=4)=[CH:18][C:12]=3[N:13]=C(C#N)[N:15]=2)[CH3:8])[CH2:6][CH2:5][CH2:4]1.[CH2:39]([OH:41])[CH3:40].